Dataset: Catalyst prediction with 721,799 reactions and 888 catalyst types from USPTO. Task: Predict which catalyst facilitates the given reaction. (1) Reactant: [NH2:1][CH2:2][C:3]1[CH:4]=[N:5][CH:6]=[CH:7][CH:8]=1.C[Al](C)C.C1(C)C=CC=CC=1.[CH3:20][N:21]([CH2:32][C:33]1[N:37]([CH2:38][C:39](OC)=[O:40])[C:36]2[CH:43]=[CH:44][CH:45]=[CH:46][C:35]=2[N:34]=1)[CH:22]1[C:31]2[N:30]=[CH:29][CH:28]=[CH:27][C:26]=2[CH2:25][CH2:24][CH2:23]1. Product: [CH3:20][N:21]([CH2:32][C:33]1[N:37]([CH2:38][C:39]([NH:1][CH2:2][C:3]2[CH:4]=[N:5][CH:6]=[CH:7][CH:8]=2)=[O:40])[C:36]2[CH:43]=[CH:44][CH:45]=[CH:46][C:35]=2[N:34]=1)[CH:22]1[C:31]2[N:30]=[CH:29][CH:28]=[CH:27][C:26]=2[CH2:25][CH2:24][CH2:23]1. The catalyst class is: 26. (2) Reactant: [NH2:1][C:2](=[O:35])[CH2:3][CH2:4][CH2:5][CH2:6][CH2:7][C@H:8]([NH:24]C(=O)OCC1C=CC=CC=1)[C:9]1[NH:10][C:11]([C:14]2[CH:23]=[CH:22][C:21]3[C:16](=[CH:17][CH:18]=[CH:19][CH:20]=3)[CH:15]=2)=[CH:12][N:13]=1. Product: [NH2:24][C@H:8]([C:9]1[NH:10][C:11]([C:14]2[CH:23]=[CH:22][C:21]3[C:16](=[CH:17][CH:18]=[CH:19][CH:20]=3)[CH:15]=2)=[CH:12][N:13]=1)[CH2:7][CH2:6][CH2:5][CH2:4][CH2:3][C:2]([NH2:1])=[O:35]. The catalyst class is: 19. (3) Reactant: [F:1][C:2]1[CH:24]=[CH:23][C:5]([O:6][C:7]2[C:20](=[O:21])[N:19]([CH3:22])[C:10]3[N:11]=[C:12](S(C)(=O)=O)[N:13]=[CH:14][C:9]=3[CH:8]=2)=[CH:4][CH:3]=1.[CH2:25]([N:27]([CH2:38][CH3:39])[CH2:28][CH2:29][O:30][C:31]1[CH:37]=[CH:36][C:34]([NH2:35])=[CH:33][CH:32]=1)[CH3:26].CO. Product: [CH2:38]([N:27]([CH2:25][CH3:26])[CH2:28][CH2:29][O:30][C:31]1[CH:32]=[CH:33][C:34]([NH:35][C:12]2[N:13]=[CH:14][C:9]3[CH:8]=[C:7]([O:6][C:5]4[CH:23]=[CH:24][C:2]([F:1])=[CH:3][CH:4]=4)[C:20](=[O:21])[N:19]([CH3:22])[C:10]=3[N:11]=2)=[CH:36][CH:37]=1)[CH3:39]. The catalyst class is: 60. (4) Reactant: C(OC(=O)[NH:7][C:8]1[CH:9]=[CH:10][C:11]2[O:16][C@@H:15]([CH2:17][N:18]3[CH2:23][CH2:22][N:21]([CH3:24])[C:20](=[O:25])[CH2:19]3)[CH2:14][N:13]([S:26]([C:29]3[CH:34]=[CH:33][CH:32]=[C:31]([Cl:35])[CH:30]=3)(=[O:28])=[O:27])[C:12]=2[CH:36]=1)(C)(C)C. The catalyst class is: 89. Product: [ClH:35].[NH2:7][C:8]1[CH:9]=[CH:10][C:11]2[O:16][C@@H:15]([CH2:17][N:18]3[CH2:23][CH2:22][N:21]([CH3:24])[C:20](=[O:25])[CH2:19]3)[CH2:14][N:13]([S:26]([C:29]3[CH:34]=[CH:33][CH:32]=[C:31]([Cl:35])[CH:30]=3)(=[O:27])=[O:28])[C:12]=2[CH:36]=1. (5) Reactant: [NH2:1][C:2]1[CH:3]=[C:4]([CH:17]=[CH:18][C:19]=1[Cl:20])[C:5]([O:7]N1C2C=CC=CC=2N=N1)=O.[F:21][C:22]1[CH:23]=[C:24]([CH:27]=[CH:28][CH:29]=1)[CH2:25][NH2:26].C(N(CC)CC)C.CN(C)C=O. Product: [NH2:1][C:2]1[CH:3]=[C:4]([CH:17]=[CH:18][C:19]=1[Cl:20])[C:5]([NH:26][CH2:25][C:24]1[CH:27]=[CH:28][CH:29]=[C:22]([F:21])[CH:23]=1)=[O:7]. The catalyst class is: 4. (6) Reactant: [ClH:1].[O:2]1[C@@H:14]2[C@@:15]34[CH2:17][CH2:18][NH:19][C@@H:9]([C@:10]3([O:21][CH2:22][CH2:23][CH2:24][C:25]3[CH:30]=[CH:29][CH:28]=[CH:27][CH:26]=3)[CH2:11][CH2:12][C:13]2=[O:20])[CH2:8][C:7]2=[C:16]4[C:3]1=[C:4]([O:31][CH3:32])[CH:5]=[CH:6]2.C(=O)([O-])[O-].[K+].[K+].[CH2:39](Br)[CH:40]=[CH2:41]. Product: [Cl:1][OH:2].[CH2:41]([N:19]1[CH2:18][CH2:17][C@:15]23[C:16]4[C:3]5[O:2][C@H:14]2[C:13](=[O:20])[CH2:12][CH2:11][C@@:10]3([O:21][CH2:22][CH2:23][CH2:24][C:25]2[CH:26]=[CH:27][CH:28]=[CH:29][CH:30]=2)[C@H:9]1[CH2:8][C:7]=4[CH:6]=[CH:5][C:4]=5[O:31][CH3:32])[CH:40]=[CH2:39]. The catalyst class is: 6. (7) Product: [Br:12][C:8]1[CH:9]=[C:10]([CH3:11])[C:5]([C:2]#[N:3])=[N:6][CH:7]=1. Reactant: [Cu][C:2]#[N:3].Br[C:5]1[C:10]([CH3:11])=[CH:9][C:8]([Br:12])=[CH:7][N:6]=1.O. The catalyst class is: 3. (8) Reactant: [C:1]1(=[O:7])[O:6][C:4](=[O:5])[CH2:3][CH2:2]1.[CH3:8][O:9][CH2:10][O:11][C:12]1[CH:17]=[CH:16][C:15]([Mg]Br)=[CH:14][CH:13]=1.Cl. Product: [CH3:8][O:9][CH2:10][O:11][C:12]1[CH:17]=[CH:16][C:15]([C:4](=[O:5])[CH2:3][CH2:2][C:1]([OH:6])=[O:7])=[CH:14][CH:13]=1. The catalyst class is: 1.